This data is from Forward reaction prediction with 1.9M reactions from USPTO patents (1976-2016). The task is: Predict the product of the given reaction. (1) Given the reactants [Cl:1][C:2]1[C:3]([OH:38])=[C:4]([S:9]([N:12]([CH2:30][C:31]2[CH:36]=[CH:35][C:34]([F:37])=[CH:33][CH:32]=2)[CH2:13][C:14]2[CH:19]=[CH:18][C:17]([CH2:20][NH:21][CH2:22][C:23]3[CH:28]=[CH:27][C:26]([F:29])=[CH:25][CH:24]=3)=[CH:16][CH:15]=2)(=[O:11])=[O:10])[CH:5]=[C:6]([Cl:8])[CH:7]=1.[Cl:39][C:40]1[CH:41]=[C:42]([S:47](Cl)(=[O:49])=[O:48])[CH:43]=[C:44]([Cl:46])[CH:45]=1.C(N(C(C)C)CC)(C)C, predict the reaction product. The product is: [Cl:1][C:2]1[C:3]([OH:38])=[C:4]([S:9]([N:12]([CH2:13][C:14]2[CH:19]=[CH:18][C:17]([CH2:20][N:21]([CH2:22][C:23]3[CH:28]=[CH:27][C:26]([F:29])=[CH:25][CH:24]=3)[S:47]([C:42]3[CH:41]=[C:40]([Cl:39])[CH:45]=[C:44]([Cl:46])[CH:43]=3)(=[O:49])=[O:48])=[CH:16][CH:15]=2)[CH2:30][C:31]2[CH:32]=[CH:33][C:34]([F:37])=[CH:35][CH:36]=2)(=[O:10])=[O:11])[CH:5]=[C:6]([Cl:8])[CH:7]=1. (2) Given the reactants C(Cl)(=O)C([Cl:4])=O.CN(C=O)C.[CH3:12][O:13][C:14]1[CH:19]=[CH:18][C:17]([CH3:20])=[CH:16][C:15]=1[S:21]([C:24]1[CH:25]=[C:26]([CH2:33]O)[C:27]2[O:31][CH:30]=[CH:29][C:28]=2[CH:32]=1)(=[O:23])=[O:22], predict the reaction product. The product is: [Cl:4][CH2:33][C:26]1[C:27]2[O:31][CH:30]=[CH:29][C:28]=2[CH:32]=[C:24]([S:21]([C:15]2[CH:16]=[C:17]([CH3:20])[CH:18]=[CH:19][C:14]=2[O:13][CH3:12])(=[O:23])=[O:22])[CH:25]=1. (3) Given the reactants C1C=C(Cl)C=C(C(OO)=[O:9])C=1.[CH3:12][C:13]1[N:14]=[C:15]([NH2:27])[S:16][C:17]=1[C:18]1[CH:23]=[C:22]([CH3:24])[N:21]=[C:20]([S:25][CH3:26])[N:19]=1.C(=O)(O)[O-].[Na+], predict the reaction product. The product is: [CH3:26][S:25]([C:20]1[N:19]=[C:18]([C:17]2[S:16][C:15]([NH2:27])=[N:14][C:13]=2[CH3:12])[CH:23]=[C:22]([CH3:24])[N:21]=1)=[O:9].